Dataset: Full USPTO retrosynthesis dataset with 1.9M reactions from patents (1976-2016). Task: Predict the reactants needed to synthesize the given product. Given the product [N+:45]([C:43]1[CH:42]=[CH:41][C:23]([O:24][C:25]2[CH:30]=[CH:29][N:28]=[C:27]3[CH:31]=[C:32]([C:34]4[CH:39]=[CH:38][C:37]([OH:40])=[CH:36][CH:35]=4)[S:33][C:26]=23)=[CH:22][CH:44]=1)([O-:47])=[O:46], predict the reactants needed to synthesize it. The reactants are: BrC1SC2C(=NC=CC=2OC2C=CC([N+]([O-])=O)=CC=2)C=1.F[C:22]1[CH:44]=[C:43]([N+:45]([O-:47])=[O:46])[CH:42]=[CH:41][C:23]=1[O:24][C:25]1[CH:30]=[CH:29][N:28]=[C:27]2[CH:31]=[C:32]([C:34]3[CH:39]=[CH:38][C:37]([OH:40])=[CH:36][CH:35]=3)[S:33][C:26]=12.